The task is: Predict the reactants needed to synthesize the given product.. This data is from Full USPTO retrosynthesis dataset with 1.9M reactions from patents (1976-2016). (1) Given the product [CH2:15]([O:17][C:18]([C:20]1[C:21](=[O:43])[C:22]2[CH:27]=[N:26][C:25]([NH:14][C:10]3[CH:11]=[CH:12][CH:13]=[C:8]([N:5]4[CH2:4][CH2:3][N:2]([CH3:1])[CH2:7][CH2:6]4)[CH:9]=3)=[N:24][C:23]=2[N:32]([C:34]2[CH:35]=[C:36]3[C:40](=[CH:41][CH:42]=2)[CH2:39][CH2:38][CH2:37]3)[CH:33]=1)=[O:19])[CH3:16], predict the reactants needed to synthesize it. The reactants are: [CH3:1][N:2]1[CH2:7][CH2:6][N:5]([C:8]2[CH:9]=[C:10]([NH2:14])[CH:11]=[CH:12][CH:13]=2)[CH2:4][CH2:3]1.[CH2:15]([O:17][C:18]([C:20]1[C:21](=[O:43])[C:22]2[CH:27]=[N:26][C:25](S(C)(=O)=O)=[N:24][C:23]=2[N:32]([C:34]2[CH:35]=[C:36]3[C:40](=[CH:41][CH:42]=2)[CH2:39][CH2:38][CH2:37]3)[CH:33]=1)=[O:19])[CH3:16]. (2) Given the product [F:65][C:63]1[CH:62]=[C:44]([CH:43]=[C:42]([F:41])[CH:64]=1)[CH2:45][N:46]1[C@H:50]([CH3:51])[CH2:49][N:48]([C:52]2[S:53][C:54]([C:58]([NH:16][CH2:15][C:12]3[CH:11]=[C:10]([CH3:9])[O:14][N:13]=3)=[O:59])=[C:55]([CH3:57])[N:56]=2)[C:47]1=[O:61], predict the reactants needed to synthesize it. The reactants are: N1C=CC=C(CN)C=1.[CH3:9][C:10]1[O:14][N:13]=[C:12]([CH2:15][NH2:16])[CH:11]=1.FC1C=CC(CN2[C@@H](C)CN(C3SC(C(O)=O)=C(C)N=3)C2=O)=CC=1.[F:41][C:42]1[CH:43]=[C:44]([CH:62]=[C:63]([F:65])[CH:64]=1)[CH2:45][N:46]1[C@H:50]([CH3:51])[CH2:49][N:48]([C:52]2[S:53][C:54]([C:58](O)=[O:59])=[C:55]([CH3:57])[N:56]=2)[C:47]1=[O:61]. (3) The reactants are: C([Li:5])CCC.[CH:6]([NH:9][CH:10]([CH3:12])[CH3:11])([CH3:8])[CH3:7].[Cl:13][C:14]1[CH:19]=[CH:18][C:17]([CH2:20][C:21]([O:23][CH2:24][CH3:25])=[O:22])=[C:16]([F:26])[CH:15]=1.[C:27](Cl)(=[O:29])[CH3:28]. Given the product [CH:6]([N-:9][CH:10]([CH3:12])[CH3:11])([CH3:8])[CH3:7].[Li+:5].[Cl:13][C:14]1[CH:19]=[CH:18][C:17]([CH:20]([C:27](=[O:29])[CH3:28])[C:21]([O:23][CH2:24][CH3:25])=[O:22])=[C:16]([F:26])[CH:15]=1, predict the reactants needed to synthesize it. (4) Given the product [CH3:24][O:14][C:13]([C@:9]1([CH2:16][C:17]2[CH:18]=[CH:19][CH:20]=[CH:21][CH:22]=2)[CH2:10][CH2:11][CH2:12][N:8]1[C:6]([O:5][C:1]([CH3:4])([CH3:2])[CH3:3])=[O:7])=[O:15], predict the reactants needed to synthesize it. The reactants are: [C:1]([O:5][C:6]([N:8]1[CH2:12][CH2:11][CH2:10][C@@:9]1([CH2:16][C:17]1[CH:22]=[CH:21][CH:20]=[CH:19][CH:18]=1)[C:13]([OH:15])=[O:14])=[O:7])([CH3:4])([CH3:3])[CH3:2].[Si](C=[N+]=[N-])(C)(C)[CH3:24]. (5) Given the product [F:46][C:47]([F:52])([F:51])[CH2:48][CH2:49][NH:50][C:11]([C:8]1[CH:7]=[CH:6][C:5]([C:3]([O:2][CH3:1])=[O:4])=[CH:10][N:9]=1)=[O:13], predict the reactants needed to synthesize it. The reactants are: [CH3:1][O:2][C:3]([C:5]1[CH:6]=[CH:7][C:8]([C:11]([OH:13])=O)=[N:9][CH:10]=1)=[O:4].C(N(CC)CC)C.F[P-](F)(F)(F)(F)F.N1(OC(N(C)C)=[N+](C)C)C2C=CC=CC=2N=N1.Cl.[F:46][C:47]([F:52])([F:51])[CH2:48][CH2:49][NH2:50]. (6) The reactants are: C([O-])(=O)C.[CH:5]1[CH2:9][CH:8]=[CH:7][CH:6]=1.[CH:10](=O)/[CH:11]=[CH:12]/[CH3:13]. Given the product [CH3:13][C@@H:12]1[C:6](=[CH2:7])[C@H:5]2[CH2:10][C@@H:11]1[CH2:8][CH2:9]2, predict the reactants needed to synthesize it.